The task is: Predict the reaction yield, written as a fraction of the theoretical maximum amount of product (1.0 means a 100% yield; for example, 0.34 means a 34% yield).. This data is from Reaction yield outcomes from USPTO patents with 853,638 reactions. (1) The reactants are C(OC([NH:8][CH2:9][CH2:10][NH:11][C:12]1[CH:20]=[CH:19][CH:18]=[C:17]([N+:21]([O-:23])=[O:22])[C:13]=1[C:14]([OH:16])=[O:15])=O)(C)(C)C.Cl. The catalyst is C1COCC1.O1CCOCC1.C(OCC)(=O)C. The product is [NH2:8][CH2:9][CH2:10][NH:11][C:12]1[CH:20]=[CH:19][CH:18]=[C:17]([N+:21]([O-:23])=[O:22])[C:13]=1[C:14]([OH:16])=[O:15]. The yield is 0.760. (2) The reactants are [CH:1]([C:3]1[CH:8]=[CH:7][C:6]([C:9]2[CH:14]=[CH:13][CH:12]=[C:11]([C:15]([O:17][CH2:18][CH3:19])=[O:16])[CH:10]=2)=[CH:5][CH:4]=1)=O.[S:20]1[CH2:24][C:23](=[O:25])[NH:22][C:21]1=[O:26]. No catalyst specified. The product is [O:26]=[C:21]1[NH:22][C:23](=[O:25])[C:24](=[CH:1][C:3]2[CH:8]=[CH:7][C:6]([C:9]3[CH:14]=[CH:13][CH:12]=[C:11]([C:15]([O:17][CH2:18][CH3:19])=[O:16])[CH:10]=3)=[CH:5][CH:4]=2)[S:20]1. The yield is 0.830. (3) The reactants are [CH3:1][N:2]([CH3:26])[CH2:3][CH:4]([OH:25])[CH2:5][O:6][CH2:7][CH2:8][CH2:9][CH2:10][CH2:11][CH2:12][CH2:13][CH2:14]/[CH:15]=[CH:16]\[CH2:17]/[CH:18]=[CH:19]\[CH2:20][CH2:21][CH2:22][CH2:23][CH3:24].[H-].[Na+].CS(O[CH2:34][CH2:35][CH2:36][CH2:37][CH2:38][CH2:39][CH2:40][CH2:41][O:42][C@H:43]1[CH2:67][CH2:66][C@@:65]2([CH3:68])[C:45](=[CH:46][CH2:47][C@@H:48]3[C@@H:64]2[CH2:63][CH2:62][C@@:61]2([CH3:69])[C@H:49]3[CH2:50][CH2:51][C@@H:52]2[C@H:53]([CH3:60])[CH2:54][CH2:55][CH2:56][CH:57]([CH3:59])[CH3:58])[CH2:44]1)(=O)=O.C(OCC)(=O)C. The catalyst is C1(C)C=CC=CC=1. The product is [CH3:59][CH:57]([CH2:56][CH2:55][CH2:54][C@H:53]([C@@H:52]1[C@:61]2([CH3:69])[C@H:49]([C@H:48]3[C@H:64]([CH2:63][CH2:62]2)[C@:65]2([CH3:68])[C:45]([CH2:44][C@@H:43]([O:42][CH2:41][CH2:40][CH2:39][CH2:38][CH2:37][CH2:36][CH2:35][CH2:34][O:25][CH:4]([CH2:5][O:6][CH2:7][CH2:8][CH2:9][CH2:10][CH2:11][CH2:12][CH2:13][CH2:14]/[CH:15]=[CH:16]\[CH2:17]/[CH:18]=[CH:19]\[CH2:20][CH2:21][CH2:22][CH2:23][CH3:24])[CH2:3][N:2]([CH3:1])[CH3:26])[CH2:67][CH2:66]2)=[CH:46][CH2:47]3)[CH2:50][CH2:51]1)[CH3:60])[CH3:58]. The yield is 0.630. (4) The reactants are [N:1]1[CH:6]=[CH:5][CH:4]=[CH:3][C:2]=1[CH2:7][CH2:8][C:9]([O:11][C:12]([CH3:15])([CH3:14])[CH3:13])=[O:10].ClC1C=CC=C(C(OO)=[O:24])C=1. The catalyst is C(OCC)(=O)C. The product is [O-:24][N+:1]1[CH:6]=[CH:5][CH:4]=[CH:3][C:2]=1[CH2:7][CH2:8][C:9]([O:11][C:12]([CH3:15])([CH3:14])[CH3:13])=[O:10]. The yield is 0.800. (5) The reactants are Br[CH2:2][CH2:3][O:4][C:5]1[CH:10]=[CH:9][C:8]([CH2:11][CH:12]([O:18][CH2:19][CH3:20])[C:13]([O:15][CH2:16][CH3:17])=[O:14])=[CH:7][CH:6]=1.C1(=O)[NH:25]C(=O)C2=CC=CC=C12.[K].CN(C)C=O.C1C=CC=CC=1. The catalyst is O. The product is [NH2:25][CH2:2][CH2:3][O:4][C:5]1[CH:10]=[CH:9][C:8]([CH2:11][CH:12]([O:18][CH2:19][CH3:20])[C:13]([O:15][CH2:16][CH3:17])=[O:14])=[CH:7][CH:6]=1. The yield is 0.960. (6) The reactants are [N:1]1[C:10]2[CH:9]([NH:11][CH2:12][CH2:13][CH2:14][CH2:15][N:16]3C(=O)C4C(=CC=CC=4)C3=O)[CH2:8][CH2:7][CH2:6][C:5]=2[CH:4]=[CH:3][CH:2]=1.O.NN.C(OCC)C. The catalyst is C(O)C. The product is [N:1]1[C:10]2[CH:9]([NH:11][CH2:12][CH2:13][CH2:14][CH2:15][NH2:16])[CH2:8][CH2:7][CH2:6][C:5]=2[CH:4]=[CH:3][CH:2]=1. The yield is 0.740.